Dataset: Peptide-MHC class II binding affinity with 134,281 pairs from IEDB. Task: Regression. Given a peptide amino acid sequence and an MHC pseudo amino acid sequence, predict their binding affinity value. This is MHC class II binding data. (1) The peptide sequence is NEPLVTMPIGYVTHG. The MHC is DRB1_0301 with pseudo-sequence DRB1_0301. The binding affinity (normalized) is 0.215. (2) The peptide sequence is EHLSSLRNLCELLGV. The MHC is DRB1_0405 with pseudo-sequence DRB1_0405. The binding affinity (normalized) is 0.916. (3) The peptide sequence is YDKFLANVSTVLTGE. The MHC is DRB1_0802 with pseudo-sequence DRB1_0802. The binding affinity (normalized) is 0.780. (4) The peptide sequence is VGSKLIVAMSSWLQK. The MHC is DRB1_0405 with pseudo-sequence DRB1_0405. The binding affinity (normalized) is 0.540. (5) The peptide sequence is TPTEKDEYCARVNH. The MHC is HLA-DPA10301-DPB10402 with pseudo-sequence HLA-DPA10301-DPB10402. The binding affinity (normalized) is 0.118. (6) The peptide sequence is AWMSAAATQAEQAAT. The MHC is DRB4_0101 with pseudo-sequence DRB4_0103. The binding affinity (normalized) is 0.215. (7) The peptide sequence is NALSVLDKIYTSPLC. The MHC is HLA-DQA10401-DQB10402 with pseudo-sequence HLA-DQA10401-DQB10402. The binding affinity (normalized) is 0.407. (8) The peptide sequence is KKTLLDLLKLTVAVGLH. The MHC is HLA-DQA10201-DQB10402 with pseudo-sequence HLA-DQA10201-DQB10402. The binding affinity (normalized) is 0.387. (9) The peptide sequence is YDKFLANVSTVKTGK. The MHC is DRB1_0405 with pseudo-sequence DRB1_0405. The binding affinity (normalized) is 0.570. (10) The peptide sequence is DVNASFRAAMATTAN. The binding affinity (normalized) is 0.727. The MHC is DRB1_1001 with pseudo-sequence DRB1_1001.